Dataset: Forward reaction prediction with 1.9M reactions from USPTO patents (1976-2016). Task: Predict the product of the given reaction. (1) Given the reactants [CH3:1][O:2][CH2:3][CH2:4][CH2:5][S:6]([C:9]1[CH:14]=[CH:13][C:12]([CH:15]([CH2:20][CH:21]2[CH2:26][CH2:25][O:24][CH2:23][CH2:22]2)[C:16](=O)[CH:17]=[CH2:18])=[CH:11][CH:10]=1)(=[O:8])=[O:7].[N:27]1[CH:32]=[CH:31][CH:30]=[CH:29][C:28]=1[CH:33]=O.C([O-])(=O)C.[NH4+:39].C(=O)([O-])O.[Na+], predict the reaction product. The product is: [CH3:1][O:2][CH2:3][CH2:4][CH2:5][S:6]([C:9]1[CH:10]=[CH:11][C:12]([CH:15]([C:16]2[NH:39][C:33]([C:28]3[CH:29]=[CH:30][CH:31]=[CH:32][N:27]=3)=[CH:18][CH:17]=2)[CH2:20][CH:21]2[CH2:26][CH2:25][O:24][CH2:23][CH2:22]2)=[CH:13][CH:14]=1)(=[O:8])=[O:7]. (2) Given the reactants Br[C:2]1[CH2:6][CH2:5][CH2:4][C:3]=1[Br:7].[CH2:8]([O:10][C:11]([C:13]1[CH:14]=[C:15](B(O)O)[CH:16]=[CH:17][CH:18]=1)=[O:12])[CH3:9].C(=O)([O-])[O-].[K+].[K+], predict the reaction product. The product is: [CH2:8]([O:10][C:11](=[O:12])[C:13]1[CH:14]=[CH:15][CH:16]=[C:17]([C:2]2[CH2:6][CH2:5][CH2:4][C:3]=2[Br:7])[CH:18]=1)[CH3:9]. (3) Given the reactants [C:1](Cl)(=[O:3])[CH3:2].[OH:5][CH2:6][CH:7]([C:26]1[CH:31]=[CH:30][CH:29]=[CH:28][CH:27]=1)[CH:8]([NH:13][C:14]([C:16]1[C:17]([C:22]([F:25])([F:24])[F:23])=[N:18][N:19]([CH3:21])[CH:20]=1)=[O:15])[C:9](=[O:12])[NH:10][CH3:11].C(N(CC)CC)C, predict the reaction product. The product is: [C:1]([O:5][CH2:6][CH:7]([C:26]1[CH:27]=[CH:28][CH:29]=[CH:30][CH:31]=1)[CH:8]([C:9](=[O:12])[NH:10][CH3:11])[NH:13][C:14]([C:16]1[C:17]([C:22]([F:25])([F:24])[F:23])=[N:18][N:19]([CH3:21])[CH:20]=1)=[O:15])(=[O:3])[CH3:2]. (4) Given the reactants [C:1]([N:4]1[CH2:9][CH2:8][CH:7]([CH:10]([CH3:14])[C:11]([OH:13])=O)[CH2:6][CH2:5]1)(=[O:3])[CH3:2].[F:15][C:16]1[CH:17]=[C:18]([C:23]2[CH:24]=[CH:25][C:26]([NH2:29])=[N:27][CH:28]=2)[CH:19]=[C:20]([F:22])[CH:21]=1, predict the reaction product. The product is: [C:1]([N:4]1[CH2:5][CH2:6][CH:7]([CH:10]([CH3:14])[C:11]([NH:29][C:26]2[CH:25]=[CH:24][C:23]([C:18]3[CH:19]=[C:20]([F:22])[CH:21]=[C:16]([F:15])[CH:17]=3)=[CH:28][N:27]=2)=[O:13])[CH2:8][CH2:9]1)(=[O:3])[CH3:2].